From a dataset of Reaction yield outcomes from USPTO patents with 853,638 reactions. Predict the reaction yield, written as a fraction of the theoretical maximum amount of product (1.0 means a 100% yield; for example, 0.34 means a 34% yield). (1) The reactants are [CH2:1]([O:8][C:9]1[CH:10]=[CH:11][C:12]([O:19][CH3:20])=[C:13]([NH:15][C:16]([NH2:18])=[S:17])[CH:14]=1)[C:2]1[CH:7]=[CH:6][CH:5]=[CH:4][CH:3]=1.COC1C=C(C2C=CC=CC=2)C2SC(N)=NC=2C=1. No catalyst specified. The product is [CH2:1]([O:8][C:9]1[C:14]2[S:17][C:16]([NH2:18])=[N:15][C:13]=2[C:12]([O:19][CH3:20])=[CH:11][CH:10]=1)[C:2]1[CH:3]=[CH:4][CH:5]=[CH:6][CH:7]=1. The yield is 0.820. (2) The reactants are [Br:1]Br.[F:3][C:4]([F:14])([F:13])[O:5][C:6]1[CH:11]=[CH:10][CH:9]=[CH:8][C:7]=1[OH:12].C([O-])(=O)C.[Na+]. The catalyst is C(O)(=O)C.O. The product is [Br:1][C:10]1[CH:9]=[CH:8][C:7]([OH:12])=[C:6]([O:5][C:4]([F:13])([F:14])[F:3])[CH:11]=1. The yield is 0.230. (3) The reactants are C[O:2][C:3](=[O:30])[CH2:4][NH:5][C:6](=[O:29])[CH2:7][C:8]1[N:9]=[C:10]([NH:13][C:14]([NH:16][C:17]2[CH:22]=[CH:21][C:20]([CH3:23])=[CH:19][C:18]=2[O:24][CH2:25][CH:26]([CH3:28])[CH3:27])=[O:15])[S:11][CH:12]=1.C(OC1C=C(C)C=CC=1NC(=O)NC1SC=C(CC(O)=O)N=1)C(C)C.Cl.COC(=O)CN. No catalyst specified. The product is [CH2:25]([O:24][C:18]1[CH:19]=[C:20]([CH3:23])[CH:21]=[CH:22][C:17]=1[NH:16][C:14](=[O:15])[NH:13][C:10]1[S:11][CH:12]=[C:8]([CH2:7][C:6]([NH:5][CH2:4][C:3]([OH:30])=[O:2])=[O:29])[N:9]=1)[CH:26]([CH3:28])[CH3:27]. The yield is 0.860.